Task: Predict the reactants needed to synthesize the given product.. Dataset: Full USPTO retrosynthesis dataset with 1.9M reactions from patents (1976-2016) Given the product [F:27][C:28]1[CH:33]=[C:32]([C:2]2[C:7](=[O:8])[N:6]3[C:9]([CH3:13])=[CH:10][CH:11]=[CH:12][C:5]3=[N:4][C:3]=2[CH:14]([NH:17][C:18]2[N:26]=[CH:25][N:24]=[C:23]3[C:19]=2[N:20]=[CH:21][NH:22]3)[CH2:15][CH3:16])[CH:31]=[CH:30][CH:29]=1, predict the reactants needed to synthesize it. The reactants are: I[C:2]1[C:7](=[O:8])[N:6]2[C:9]([CH3:13])=[CH:10][CH:11]=[CH:12][C:5]2=[N:4][C:3]=1[CH:14]([NH:17][C:18]1[N:26]=[CH:25][N:24]=[C:23]2[C:19]=1[N:20]=[CH:21][NH:22]2)[CH2:15][CH3:16].[F:27][C:28]1[CH:29]=[C:30](B(O)O)[CH:31]=[CH:32][CH:33]=1.C(=O)([O-])[O-].[Na+].[Na+].